From a dataset of Reaction yield outcomes from USPTO patents with 853,638 reactions. Predict the reaction yield, written as a fraction of the theoretical maximum amount of product (1.0 means a 100% yield; for example, 0.34 means a 34% yield). (1) The reactants are [Cl:1][C:2]1[CH:3]=[C:4]2[C:9](=[C:10]([Cl:12])[CH:11]=1)[CH:8]=[N:7][C:6]([NH2:13])=[CH:5]2.[C:14](N1C=CC=CC1=O)(N1C=CC=CC1=O)=[S:15]. The catalyst is ClCCl. The product is [Cl:1][C:2]1[CH:3]=[C:4]2[C:9](=[C:10]([Cl:12])[CH:11]=1)[CH:8]=[N:7][C:6]([N:13]=[C:14]=[S:15])=[CH:5]2. The yield is 0.619. (2) The reactants are [CH3:1][C:2]1[CH:11]=[CH:10][C:9]2[C:4](=[CH:5][CH:6]=[CH:7][C:8]=2[N:12]2[CH2:17][CH2:16][N:15]([CH2:18][CH2:19][C:20]3[CH:21]=[C:22]([CH:24]=[CH:25][CH:26]=3)[NH2:23])[CH2:14][CH2:13]2)[N:3]=1.[S:27]1[CH:31]=[C:30]([C:32](O)=[O:33])[N:29]=[N:28]1. No catalyst specified. The product is [CH3:1][C:2]1[CH:11]=[CH:10][C:9]2[C:4](=[CH:5][CH:6]=[CH:7][C:8]=2[N:12]2[CH2:13][CH2:14][N:15]([CH2:18][CH2:19][C:20]3[CH:21]=[C:22]([NH:23][C:32]([C:30]4[N:29]=[N:28][S:27][CH:31]=4)=[O:33])[CH:24]=[CH:25][CH:26]=3)[CH2:16][CH2:17]2)[N:3]=1. The yield is 0.750. (3) The reactants are [Br:1]Br.[CH2:3]([CH:5]1[CH2:16][C:15]2[C:7](=[CH:8][C:9]3[O:13][CH2:12][O:11][C:10]=3[CH:14]=2)[C:6]1=[O:17])C.CC([O-])=O.[Na+]. The catalyst is C(Cl)Cl.O. The product is [Br:1][C:14]1[C:10]2[O:11][CH2:12][O:13][C:9]=2[CH:8]=[C:7]2[C:15]=1[CH2:16][CH:5]([CH3:3])[C:6]2=[O:17]. The yield is 0.580. (4) The reactants are C(Cl)(=O)C(Cl)=O.[CH3:7][C:8]1[CH:13]=[C:12]([C:14]2[O:18][N:17]=[C:16]([C:19]3[CH:27]=[CH:26][C:22]([C:23](O)=[O:24])=[C:21]([F:28])[CH:20]=3)[N:15]=2)[CH:11]=[CH:10][C:9]=1[C:29]1[CH:34]=[CH:33][CH:32]=[CH:31][C:30]=1[CH3:35].Cl.[CH3:37][O:38][C:39](=[O:42])[CH2:40][NH2:41].CCN(C(C)C)C(C)C. The catalyst is C(Cl)Cl.C1COCC1.CN(C=O)C. The product is [CH3:7][C:8]1[CH:13]=[C:12]([C:14]2[O:18][N:17]=[C:16]([C:19]3[CH:27]=[CH:26][C:22]([C:23]([NH:41][CH2:40][C:39]([O:38][CH3:37])=[O:42])=[O:24])=[C:21]([F:28])[CH:20]=3)[N:15]=2)[CH:11]=[CH:10][C:9]=1[C:29]1[CH:34]=[CH:33][CH:32]=[CH:31][C:30]=1[CH3:35]. The yield is 0.860.